Dataset: Experimentally validated miRNA-target interactions with 360,000+ pairs, plus equal number of negative samples. Task: Binary Classification. Given a miRNA mature sequence and a target amino acid sequence, predict their likelihood of interaction. (1) The miRNA is mmu-miR-5106 with sequence AGGUCUGUAGCUCAGUUGGCAGA. The protein sequence of the target gene is MGGPAAPRGAGRLRALLLALVVAGIPAGAYNLDPQRPVHFQGPADSFFGYAVLEHFHDNTRWVLVGAPKADSKYSPSVKSPGAVFKCRVHTNPDRRCTELDMARGKNRGTSCGKTCREDRDDEWMGVSLARQPKADGRVLACAHRWKNIYYEADHILPHGFCYIIPSNLQAKGRTLIPCYEEYKKKYGEEHGSCQAGIAGFFTEELVVMGAPGSFYWAGTIKVLNLTDNTYLKLNDEVIMNRRYTYLGYAVTAGHFSHPSTIDVVGGAPQDKGIGKVYIFRADRRSGTLIKIFQASGKKM.... Result: 0 (no interaction). (2) The miRNA is mmu-miR-497b with sequence CACCACAGUGUGGUUUGGACGUGG. The protein sequence of the target gene is MATGTGKHKLLSTGPTEPWSIREKLCLASSVMRSGDQNWVSVSRAIKPFAEPGRPPDWFSQKHCASQYSELLETTETPKRKRGEKGEVVETVEDVIVRKLTAERVEELKKVIKETQERYRRLKRDAELIQAGHMDSRLDELCNDIAMKKKLEEEEAEVKRKATDAAYQARQAVKTPPRRLPTVMVRSPVDSASPGGDYPLGDLTPTTMEEATSGVTPGTLPSTPVTSFPGIPDTLPPGSAPLEAPMTPITDDSPQKKMLGQKATPPPSPLLSELLKKGSLLPTSPRLVNESEMPVPPGHL.... Result: 0 (no interaction). (3) The miRNA is bta-miR-223 with sequence UGUCAGUUUGUCAAAUACCCCA. The protein sequence of the target gene is MRENNQSSTLEFILLGVTGQQEQEDFFYILFLFIYPITLIGNLLIVLAICSDVRLHNPMYFLLANLSLVDIFFSSVTIPKMLANHLLGSKSISFGGCLTQMYFMIALGNTDSYILAAMAYDRAVAISRPLHYTTIMSPRSCIWLIAGSWVIGNANALPHTLLTASLSFCGNQEVANFYCDITPLLKLSCSDIHFHVKMMYLGVGIFSVPLLCIIVSYIRVFSTVFQVPSTKGVLKAFSTCGSHLTVVSLYYGTVMGTYFRPLTNYSLKDAVITVMYTAVTPMLNPFIYSLRNRDMKAALR.... Result: 0 (no interaction). (4) The miRNA is hsa-miR-4466 with sequence GGGUGCGGGCCGGCGGGG. The protein sequence of the target gene is MEVGSEEEKWEKLDAEFDHFVVDMKPFVLKLPHRTERQRCALWIRKLCEPSGTGAGIMGRKNRNLYAKLLLHMLKRGALEGPFTHRPEPGTLKILPSYMSIYFDEPNPARAKGSSPEGLPAWVLGELETSEHKLNESWKLSSGEDNTLVQSPTDVYSREQYTGKLRVRSHSLSPTHREDGQNITPKICEVYSKKSPVSLDDSDIEARLNSWNLGIENPRYLRQKPIPVSLMTPKFSLRKSSSFHDDHFLSRIREKELDMKTKMMEAKFHEEKLKLQQKHDADVQKILERKNNEIEELKTL.... Result: 0 (no interaction). (5) The miRNA is hsa-miR-144-3p with sequence UACAGUAUAGAUGAUGUACU. The protein sequence of the target gene is MLPFLSMLVLLVQPLGNLGAEMKSLSQRSVPNTCTLVMCSPTENGLPGRDGRDGREGPRGEKGDPGLPGPMGLSGLQGPTGPVGPKGENGSAGEPGPKGERGLSGPPGLPGIPGPAGKEGPSGKQGNIGPQGKPGPKGEAGPKGEVGAPGMQGSTGAKGSTGPKGERGAPGVQGAPGNAGAAGPAGPAGPQGAPGSRGPPGLKGDRGVPGDRGIKGESGLPDSAALRQQMEALKGKLQRLEVAFSHYQKAALFPDGRSVGDKIFRTADSEKPFEDAQEMCKQAGGQLASPRSATENAAIQ.... Result: 0 (no interaction). (6) The miRNA is hsa-miR-186-3p with sequence GCCCAAAGGUGAAUUUUUUGGG. The protein sequence of the target gene is MSSRVGDLSPQQQEALARFRENLQDLLPILPNADDYFLLRWLRARNFDLQKSEDMLRRHMEFRKQQDLDNIVTWQPPEVIQLYDSGGLCGYDYEGCPVYFNIIGSLDPKGLLLSASKQDMIRKRIKVCELLLHECELQTQKLGRKIEMALMVFDMEGLSLKHLWKPAVEVYQQFFSILEANYPETLKNLIVIRAPKLFPVAFNLVKSFMSEETRRKIVILGDNWKQELTKFISPDQLPVEFGGTMTDPDGNPKCLTKINYGGEVPKSYYLCEQVRLQYEHTRSVGRGSSLQVENEILFPG.... Result: 1 (interaction).